Dataset: Full USPTO retrosynthesis dataset with 1.9M reactions from patents (1976-2016). Task: Predict the reactants needed to synthesize the given product. (1) Given the product [Br:1][C:2]1[C:10]2[C:9]([NH2:18])=[N:8][CH:7]=[N:6][C:5]=2[N:4]([CH2:12][CH2:13][N:14]([CH3:16])[CH3:15])[CH:3]=1, predict the reactants needed to synthesize it. The reactants are: [Br:1][C:2]1[C:10]2[C:9](Cl)=[N:8][CH:7]=[N:6][C:5]=2[N:4]([CH2:12][CH2:13][N:14]([CH3:16])[CH3:15])[CH:3]=1.[OH-].[NH4+:18]. (2) Given the product [CH2:46]([O:45][C@H:43]1[CH2:42][N:41]([C:53]([O:55][C:56]([CH3:57])([CH3:58])[CH3:59])=[O:54])[C@@H:40]([C@@H:38]([OH:39])[C@@H:37]([NH:36][C:18](=[O:19])[C:17]2[CH:21]=[CH:22][CH:23]=[C:15]([C:13]([N:9]3[CH2:10][CH2:11][CH2:12][C@@H:8]3[C:5]3[S:6][CH:7]=[C:3]([CH3:2])[N:4]=3)=[O:14])[CH:16]=2)[CH2:60][C:61]2[CH:62]=[CH:63][CH:64]=[CH:65][CH:66]=2)[CH2:44]1)[C:47]1[CH:52]=[CH:51][CH:50]=[CH:49][CH:48]=1, predict the reactants needed to synthesize it. The reactants are: O.[CH3:2][C:3]1[N:4]=[C:5]([C@H:8]2[CH2:12][CH2:11][CH2:10][N:9]2[C:13]([C:15]2[CH:16]=[C:17]([CH:21]=[CH:22][CH:23]=2)[C:18](O)=[O:19])=[O:14])[S:6][CH:7]=1.CCN=C=NCCCN(C)C.Cl.[NH2:36][C@@H:37]([CH2:60][C:61]1[CH:66]=[CH:65][CH:64]=[CH:63][CH:62]=1)[C@@H:38]([CH:40]1[CH2:44][C@@H:43]([O:45][CH2:46][C:47]2[CH:52]=[CH:51][CH:50]=[CH:49][CH:48]=2)[CH2:42][N:41]1[C:53]([O:55][C:56]([CH3:59])([CH3:58])[CH3:57])=[O:54])[OH:39].CCN(C(C)C)C(C)C. (3) Given the product [CH3:20][C:16]1[NH:17][C:18](=[O:19])[C:13]([C:11]2[N:12]=[C:8]([C:6]3[CH:5]=[CH:4][N:3]=[C:2]([NH:32][CH2:31][CH2:30][NH:29][CH:26]([CH3:28])[CH3:27])[CH:7]=3)[S:9][CH:10]=2)=[CH:14][C:15]=1[C:21]([O:23][CH2:24][CH3:25])=[O:22], predict the reactants needed to synthesize it. The reactants are: Cl[C:2]1[CH:7]=[C:6]([C:8]2[S:9][CH:10]=[C:11]([C:13]3[C:18](=[O:19])[NH:17][C:16]([CH3:20])=[C:15]([C:21]([O:23][CH2:24][CH3:25])=[O:22])[CH:14]=3)[N:12]=2)[CH:5]=[CH:4][N:3]=1.[CH:26]([NH:29][CH2:30][CH2:31][NH2:32])([CH3:28])[CH3:27]. (4) Given the product [CH3:1][NH:2][C:7]1[N:12]=[C:11]([C:13]([OH:15])=[O:14])[CH:10]=[C:9]([CH2:16][CH2:17][CH3:18])[N:8]=1, predict the reactants needed to synthesize it. The reactants are: [CH3:1][NH2:2].CS([C:7]1[N:12]=[C:11]([C:13]([OH:15])=[O:14])[CH:10]=[C:9]([CH2:16][CH2:17][CH3:18])[N:8]=1)(=O)=O. (5) Given the product [NH:13]1[C:12]2[CH:16]=[CH:17][C:9]([N:8]3[CH:22]([C:21]4[CH:24]=[CH:25][CH:26]=[C:19]([Cl:18])[CH:20]=4)[CH2:34][NH:33][C:38]3=[O:39])=[CH:10][C:11]=2[N:15]=[CH:14]1, predict the reactants needed to synthesize it. The reactants are: FC(F)(F)C([O-])=O.[NH2:8][C:9]1[CH:17]=[CH:16][C:12]2[N:13]=[CH:14][NH:15][C:11]=2[CH:10]=1.[Cl:18][C:19]1[CH:20]=[C:21]([CH:24]=[CH:25][CH:26]=1)[CH:22]=O.[Si](C#N)(C)(C)C.[N:33]1([C:38](N2C=CN=C2)=[O:39])C=CN=[CH:34]1.